From a dataset of Full USPTO retrosynthesis dataset with 1.9M reactions from patents (1976-2016). Predict the reactants needed to synthesize the given product. (1) The reactants are: [N:1]1[CH:6]=[CH:5][CH:4]=[C:3]([CH2:7][NH:8][C:9]([C:11]2[S:15][C:14]([C:16]3[NH:17][N:18]=[CH:19][CH:20]=3)=[N:13][C:12]=2[CH3:21])=[O:10])[CH:2]=1.Br[CH2:23][C:24]1[CH:29]=[CH:28][C:27]([N:30]2[CH:34]=[N:33][CH:32]=[N:31]2)=[CH:26][CH:25]=1. Given the product [N:1]1[CH:6]=[CH:5][CH:4]=[C:3]([CH2:7][NH:8][C:9]([C:11]2[S:15][C:14]([C:16]3[CH:20]=[CH:19][N:18]([CH2:23][C:24]4[CH:25]=[CH:26][C:27]([N:30]5[CH:34]=[N:33][CH:32]=[N:31]5)=[CH:28][CH:29]=4)[N:17]=3)=[N:13][C:12]=2[CH3:21])=[O:10])[CH:2]=1, predict the reactants needed to synthesize it. (2) Given the product [F:1][C:2]1[CH:3]=[C:4]2[C:8](=[CH:9][CH:10]=1)[NH:7][CH:6]=[C:5]2[CH2:12][CH:13]([OH:15])[CH3:14], predict the reactants needed to synthesize it. The reactants are: [F:1][C:2]1[CH:3]=[C:4]2[C:8](=[CH:9][CH:10]=1)[NH:7][C:6](=O)[C:5]2(O)[CH2:12][C:13](=[O:15])[CH3:14].C(OCC)(=O)C.O. (3) Given the product [CH2:1]([O:8][C:9]([N:11]1[CH2:15][CH:14]2[CH:16]([OH:20])[CH:17]([F:19])[CH2:18][CH:13]2[CH2:12]1)=[O:10])[C:2]1[CH:3]=[CH:4][CH:5]=[CH:6][CH:7]=1, predict the reactants needed to synthesize it. The reactants are: [CH2:1]([O:8][C:9]([N:11]1[CH2:15][CH:14]2[CH:16]([O:20]C(=O)C3C=CC=CC=3)[CH:17]([F:19])[CH2:18][CH:13]2[CH2:12]1)=[O:10])[C:2]1[CH:7]=[CH:6][CH:5]=[CH:4][CH:3]=1.C[O-].[Na+].C(O)(=O)C. (4) Given the product [CH3:1][C@@H:2]1[CH2:6][CH2:5][CH2:4][C@H:3]1[O:7][C:16]1[CH:15]=[CH:14][C:11]([C:12]#[N:13])=[C:10]([C:9]([F:8])([F:20])[F:19])[CH:17]=1, predict the reactants needed to synthesize it. The reactants are: [CH3:1][C@@H:2]1[CH2:6][CH2:5][CH2:4][C@H:3]1[OH:7].[F:8][C:9]([F:20])([F:19])[C:10]1[CH:17]=[C:16](F)[CH:15]=[CH:14][C:11]=1[C:12]#[N:13].O. (5) Given the product [N:1]([C:2]1[CH:3]=[C:4]2[C:9](=[O:10])[N:8]3[CH2:11][CH2:12][N:13]([C:14]([C:16]4[C:17]([CH3:21])=[N:18][O:19][CH:20]=4)=[O:15])[C:7]3([C:22]3[CH:27]=[CH:26][C:25]([O:28][CH3:29])=[CH:24][CH:23]=3)[CH2:6][N:5]2[CH:30]=1)=[N+:36]=[N-:37], predict the reactants needed to synthesize it. The reactants are: [NH2:1][C:2]1[CH:3]=[C:4]2[C:9](=[O:10])[N:8]3[CH2:11][CH2:12][N:13]([C:14]([C:16]4[C:17]([CH3:21])=[N:18][O:19][CH:20]=4)=[O:15])[C:7]3([C:22]3[CH:27]=[CH:26][C:25]([O:28][CH3:29])=[CH:24][CH:23]=3)[CH2:6][N:5]2[CH:30]=1.Cl.N([O-])=O.[Na+].[N-:36]=[N+:37]=[N-].[Na+].C([O-])(=O)C.[Na+]. (6) Given the product [NH2:24][C:8]1[N:7]=[C:6]([NH:5][CH2:1][CH2:2][CH2:3][CH3:4])[N:14]=[C:13]2[C:9]=1[NH:10][C:11](=[O:22])[N:12]2[CH2:15][CH2:16][CH:17]1[CH2:21][CH2:20][CH2:19][O:18]1, predict the reactants needed to synthesize it. The reactants are: [CH2:1]([NH:5][C:6]1[N:14]=[C:13]2[C:9]([N:10]=[C:11]([O:22]C)[N:12]2[CH2:15][CH2:16][CH:17]2[CH2:21][CH2:20][CH2:19][O:18]2)=[C:8]([NH2:24])[N:7]=1)[CH2:2][CH2:3][CH3:4].Cl.[OH-].[Na+].C(=O)([O-])O.[Na+].